From a dataset of Forward reaction prediction with 1.9M reactions from USPTO patents (1976-2016). Predict the product of the given reaction. (1) The product is: [OH:4][C:5]1[C:10](=[O:11])[CH:9]=[C:8]([C:12]2[CH:17]=[CH:16][CH:15]=[CH:14][CH:13]=2)[O:7][CH:6]=1. Given the reactants C([O:4][C:5]1[C:10](=[O:11])[CH:9]=[C:8]([C:12]2[CH:17]=[CH:16][CH:15]=[CH:14][CH:13]=2)[O:7][CH:6]=1)(=O)C.C([O-])([O-])=O.[K+].[K+], predict the reaction product. (2) Given the reactants [F:1][C:2]1[CH:10]=[C:9]2[C:5]([CH:6]=[N:7][NH:8]2)=[CH:4][C:3]=1[N+:11]([O-:13])=[O:12].[O-][Cl:15].[Na+], predict the reaction product. The product is: [Cl:15][C:6]1[C:5]2[C:9](=[CH:10][C:2]([F:1])=[C:3]([N+:11]([O-:13])=[O:12])[CH:4]=2)[NH:8][N:7]=1. (3) Given the reactants [OH:1][C:2]1[CH:10]=[C:9]([C:11]([F:14])([F:13])[F:12])[CH:8]=[CH:7][C:3]=1[C:4]([OH:6])=[O:5].[CH3:15][Si](Cl)(C)C, predict the reaction product. The product is: [CH3:15][O:5][C:4](=[O:6])[C:3]1[CH:7]=[CH:8][C:9]([C:11]([F:12])([F:13])[F:14])=[CH:10][C:2]=1[OH:1]. (4) Given the reactants [N+](C1C=CC(O[C:11](=[O:28])[C@H:12]([CH2:24][C:25](=[O:27])[NH2:26])[NH:13][C:14]([O:16][CH2:17][C:18]2[CH:23]=[CH:22][CH:21]=[CH:20][CH:19]=2)=[O:15])=CC=1)([O-])=O.Cl.[C:30]([O:34][C:35](=[O:38])[CH2:36][NH2:37])([CH3:33])([CH3:32])[CH3:31].CN1CCOCC1, predict the reaction product. The product is: [C:30]([O:34][C:35](=[O:38])[CH2:36][NH:37][C:11](=[O:28])[C@H:12]([CH2:24][C:25](=[O:27])[NH2:26])[NH:13][C:14]([O:16][CH2:17][C:18]1[CH:19]=[CH:20][CH:21]=[CH:22][CH:23]=1)=[O:15])([CH3:33])([CH3:32])[CH3:31].